From a dataset of Drug-target binding data from BindingDB using IC50 measurements. Regression. Given a target protein amino acid sequence and a drug SMILES string, predict the binding affinity score between them. We predict pIC50 (pIC50 = -log10(IC50 in M); higher means more potent). Dataset: bindingdb_ic50. (1) The drug is C/C=C1\NC(=O)[C@H](C)NC(=O)[C@H](C(C)C)NC(=O)[C@H](NC(=O)[C@H](Cc2ccccc2)NC(=O)[C@@H](CC(C)C)NC(=O)[C@@H](Cc2ccccc2)NC(C)=O)[C@@H](C)OC1=O. The target protein (Q704Y3) has sequence MEKWASLDSDESEPPAQENSCPDPPDRDPNSKPPPAKPHIFATRSRTRLFGKGDSEEASPMDCPYEEGGLASCPIITVSSVVTLQRSVDGPTCLRQTSQDSVSTGVETPPRLYDRRSIFDAVAQSNCQELESLLSFLQKSKKRLTDSEFKDPETGKTCLLKAMLNLHNGQNDTIALLLDIARKTDSLKQFVNASYTDSYYKGQTALHIAIERRNMALVTLLVENGADVQAAANGDFFKKTKGRPGFYFGELPLSLAACTNQLAIVKFLLQNSWQPADISARDSVGNTVLHALVEVADNTADNTKFVTNMYNEILILGAKLHPTLKLEELTNKKGLTPLALAASSGKIGVLAYILQREIHEPECRHLSRKFTEWAYGPVHSSLYDLSCIDTCEKNSVLEVIAYSSSETPNRHDMLLVEPLNRLLQDKWDRFVKRIFYFNFFVYCLYMIIFTTAAYYRPVEGLPPYKLNNTVGDYFRVTGEILSVSGGVYFFFRGIQYFLQR.... The pIC50 is 2.9. (2) The compound is C=C1/C(=C\C=C2/CCC[C@@]3(C)[C@H]2CC[C@@H]3[C@H](C)CC=S(N)(=O)c2ccccc2)C[C@@H](O)C[C@@H]1O. The target protein (Q02318) has sequence MAALGCARLRWALRGAGRGLCPHGARAKAAIPAALPSDKATGAPGAGPGVRRRQRSLEEIPRLGQLRFFFQLFVQGYALQLHQLQVLYKAKYGPMWMSYLGPQMHVNLASAPLLEQVMRQEGKYPVRNDMELWKEHRDQHDLTYGPFTTEGHHWYQLRQALNQRLLKPAEAALYTDAFNEVIDDFMTRLDQLRAESASGNQVSDMAQLFYYFALEAICYILFEKRIGCLQRSIPEDTVTFVRSIGLMFQNSLYATFLPKWTRPVLPFWKRYLDGWNAIFSFGKKLIDEKLEDMEAQLQAAGPDGIQVSGYLHFLLASGQLSPREAMGSLPELLMAGVDTTSNTLTWALYHLSKDPEIQEALHEEVVGVVPAGQVPQHKDFAHMPLLKAVLKETLRLYPVVPTNSRIIEKEIEVDGFLFPKNTQFVFCHYVVSRDPTAFSEPESFQPHRWLRNSQPATPRIQHPFGSVPFGYGVRACLGRRIAELEMQLLLARLIQKYKVV.... The pIC50 is 6.0. (3) The compound is O=C(NCCc1c(-c2ccc(F)cc2)[nH]c2ccc(Br)cc12)NS(=O)(=O)c1ccccc1. The target protein (P35344) has sequence MQEFTWENYSYEDFFGDFSNYSYSTDLPPTLLDSAPCRSESLETNSYVVLITYILVFLLSLLGNSLVMLVILYSRSTCSVTDVYLLNLAIADLLFATTLPIWAASKVHGWTFGTPLCKVVSLVKEVNFYSGILLLACISVDRYLAIVHATRTMIQKRHLVKFICLSMWGVSLILSLPILLFRNAIFPPNSSPVCYEDMGNSTAKWRMVLRILPQTFGFILPLLVMLFCYVFTLRTLFQAHMGQKHRAMRVIFAVVLIFLLCWLPYNLVLLTDTLMRTHVIQETCERRNDIDRALDATEILGFLHSCLNPIIYAFIGQKFRYGLLKILAAHGLISKEFLAKESRPSFVASSSGNTSTTL. The pIC50 is 5.8. (4) The drug is Nc1cccc(CC[C@](N)(C(=O)O)C2C[C@@H]2C(=O)O)c1. The target protein (Q14832) has sequence MKMLTRLQVLTLALFSKGFLLSLGDHNFLRREIKIEGDLVLGGLFPINEKGTGTEECGRINEDRGIQRLEAMLFAIDEINKDDYLLPGVKLGVHILDTCSRDTYALEQSLEFVRASLTKVDEAEYMCPDGSYAIQENIPLLIAGVIGGSYSSVSIQVANLLRLFQIPQISYASTSAKLSDKSRYDYFARTVPPDFYQAKAMAEILRFFNWTYVSTVASEGDYGETGIEAFEQEARLRNICIATAEKVGRSNIRKSYDSVIRELLQKPNARVVVLFMRSDDSRELIAAASRANASFTWVASDGWGAQESIIKGSEHVAYGAITLELASQPVRQFDRYFQSLNPYNNHRNPWFRDFWEQKFQCSLQNKRNHRRVCDKHLAIDSSNYEQESKIMFVVNAVYAMAHALHKMQRTLCPNTTKLCDAMKILDGKKLYKDYLLKINFTAPFNPNKDADSIVKFDTFGDGMGRYNVFNFQNVGGKYSYLKVGHWAETLSLDVNSIHWS.... The pIC50 is 6.7. (5) The compound is C#Cc1ccc(C23OCC(C(C)(C)C)(CO2)C(C#N)O3)cc1. The target protein (P23574) has sequence MGSGKVFLFSPSLLWSQTRGVRLIFLLLTLHLGNCIDKADDEDDEDLTMNKTWVLAPKIHEGDITQILNSLLQGYDNKLRPDIGVRPTVIETDVYVNSIGPVDPINMEYTIDIIFAQTWFDSRLKFNSTMKVLMLNSNMVGKIWIPDTFFRNSRKSDAHWITTPNRLLRIWSDGRVLYTLRLTINAECYLQLHNFPMDEHSCPLEFSSYGYPKNEIEYKWKKPSVEVADPKYWRLYQFAFVGLRNSTEISHTISGDYIIMTIFFDLSRRMGYFTIQTYIPCILTVVLSWVSFWINKDAVPARTSLGITTVLTMTTLSTIARKSLPKVSYVTAMDLFVSVCFIFVFAALMEYGTLHYFTSNNKGKTTRDRKLKSKTSVSPGLHAGSTLIPMNNISMPQGEDDYGYQCLEGKDCATFFCCFEDCRTGSWREGRIHIRIAKIDSYSRIFFPTAFALFNLVYWVGYLYL. The pIC50 is 7.6. (6) The drug is CCCc1nc(O)c(Cc2ccc3oc4ccccc4c3c2)c2cc(OC)c(OC)cc12. The target protein (Q9Y233) has sequence MRIEERKSQHLTGLTDEKVKAYLSLHPQVLDEFVSESVSAETVEKWLKRKNNKSEDESAPKEVSRYQDTNMQGVVYELNSYIEQRLDTGGDNQLLLYELSSIIKIATKADGFALYFLGECNNSLCIFTPPGIKEGKPRLIPAGPITQGTTVSAYVAKSRKTLLVEDILGDERFPRGTGLESGTRIQSVLCLPIVTAIGDLIGILELYRHWGKEAFCLSHQEVATANLAWASVAIHQVQVCRGLAKQTELNDFLLDVSKTYFDNIVAIDSLLEHIMIYAKNLVNADRCALFQVDHKNKELYSDLFDIGEEKEGKPVFKKTKEIRFSIEKGIAGQVARTGEVLNIPDAYADPRFNREVDLYTGYTTRNILCMPIVSRGSVIGVVQMVNKISGSAFSKTDENNFKMFAVFCALALHCANMYHRIRHSECIYRVTMEKLSYHSICTSEEWQGLMQFTLPVRLCKEIELFHFDIGPFENMWPGIFVYMVHRSCGTSCFELEKLCR.... The pIC50 is 9.2. (7) The small molecule is CC(=O)O[C@H]1CC[C@@]2(C)C(=CCC3[C@@H]4CC[C@H]([C@H](C)C(=O)NC[C@H](NC(=O)OC(C)(C)C)C(=O)O)[C@@]4(C)CC[C@@H]32)C1. The target protein (Q9LM02) has sequence MDLASNLGGKIDKSDVLTAVEKYEQYHVFHGGNEEERKANYTDMVNKYYDLATSFYEYGWGESFHFAQRWKGESLRESIKRHEHFLALQLGIQPGQKVLDVGCGIGGPLREIARFSNSVVTGLNNNEYQITRGKELNRLAGVDKTCNFVKADFMKMPFPENSFDAVYAIEATCHAPDAYGCYKEIYRVLKPGQCFAAYEWCMTDAFDPDNAEHQKIKGEIEIGDGLPDIRLTTKCLEALKQAGFEVIWEKDLAKDSPVPWYLPLDKNHFSLSSFRLTAVGRFITKNMVKILEYIRLAPQGSQRVSNFLEQAAEGLVDGGRREIFTPMYFFLARKPE. The pIC50 is 4.0.